From a dataset of Peptide-MHC class I binding affinity with 185,985 pairs from IEDB/IMGT. Regression. Given a peptide amino acid sequence and an MHC pseudo amino acid sequence, predict their binding affinity value. This is MHC class I binding data. (1) The peptide sequence is APRARTAAF. The MHC is HLA-B15:42 with pseudo-sequence HLA-B15:42. The binding affinity (normalized) is 0.213. (2) The peptide sequence is YMHGSIHEV. The MHC is HLA-A02:01 with pseudo-sequence HLA-A02:01. The binding affinity (normalized) is 0.662. (3) The peptide sequence is FISIYSRPK. The MHC is HLA-A68:01 with pseudo-sequence HLA-A68:01. The binding affinity (normalized) is 0.639. (4) The peptide sequence is TQIFEVYWYL. The MHC is HLA-A02:02 with pseudo-sequence HLA-A02:02. The binding affinity (normalized) is 0.692. (5) The peptide sequence is FLWSSIIFK. The MHC is HLA-A02:01 with pseudo-sequence HLA-A02:01. The binding affinity (normalized) is 0.224. (6) The peptide sequence is AARILSEKRK. The MHC is HLA-A31:01 with pseudo-sequence HLA-A31:01. The binding affinity (normalized) is 0.